From a dataset of Experimentally validated miRNA-target interactions with 360,000+ pairs, plus equal number of negative samples. Binary Classification. Given a miRNA mature sequence and a target amino acid sequence, predict their likelihood of interaction. (1) The miRNA is cel-miR-37-3p with sequence UCACCGGGUGAACACUUGCAGU. The protein sequence of the target gene is MAAQVAPAAASSLGNPPPPPSELKKAEQQQREEAGGEAAAAAAERGEMKAAAGQESEGPAVGPPQPLGKELQDGAESNGGGGGGGAGSGGGPGAEPDLKNSNGNAGPRPALNNNLPEPPGGGGGGGSSSSDGVGAPPHSAAAALPPPAYGFGQAYGRSPSAVAAAAAAVFHQQHGGQQSPGLAALQSGGGGGLEPYAGPQQNSHDHGFPNHQYNSYYPNRSAYPPPPQAYALSSPRGGTPGSGAAAAAGSKPPPSSSASASSSSSSFAQQRFGAMGGGGPSAAGGGTPQPTATPTLNQLL.... Result: 0 (no interaction). (2) The miRNA is hsa-miR-3609 with sequence CAAAGUGAUGAGUAAUACUGGCUG. The protein sequence of the target gene is MIATGGLLRISARKQDPLRPPSQIPKRKRKAKKRRKNDVVVVKGKLKLCSISGLIALCGILVLLVGIAMAVVGYWPKATGTNREGGKQLPPAGSSHRVPTTANSSSSGSKNRSRSHPRAPGGVNSSSAGAPRSTPPARAASPSSSSTSVGFFFRIFSGYLHSDKLKVFGPLIMGIGIFLFICANAVLHENRDKKTKIINLRDLYSTVIDVHSLRAKDLAAAAAAAAAAAASSSSSAPAAAPPGAIPLNGFLSYVQSRGLELKPGGCGGSGDAFGAAAMLAKGSWPPHPAAPSGGRPRGAA.... Result: 1 (interaction).